From a dataset of NCI-60 drug combinations with 297,098 pairs across 59 cell lines. Regression. Given two drug SMILES strings and cell line genomic features, predict the synergy score measuring deviation from expected non-interaction effect. (1) Drug 1: CNC(=O)C1=NC=CC(=C1)OC2=CC=C(C=C2)NC(=O)NC3=CC(=C(C=C3)Cl)C(F)(F)F. Synergy scores: CSS=2.85, Synergy_ZIP=-1.00, Synergy_Bliss=-1.39, Synergy_Loewe=-10.2, Synergy_HSA=-4.42. Cell line: MDA-MB-435. Drug 2: CN(CCCl)CCCl.Cl. (2) Drug 1: C1CCN(CC1)CCOC2=CC=C(C=C2)C(=O)C3=C(SC4=C3C=CC(=C4)O)C5=CC=C(C=C5)O. Drug 2: C1=CC(=CC=C1CC(C(=O)O)N)N(CCCl)CCCl.Cl. Cell line: MALME-3M. Synergy scores: CSS=23.1, Synergy_ZIP=-1.40, Synergy_Bliss=2.68, Synergy_Loewe=0.654, Synergy_HSA=1.52. (3) Drug 1: C1CCC(CC1)NC(=O)N(CCCl)N=O. Drug 2: C1=C(C(=O)NC(=O)N1)F. Cell line: HCT116. Synergy scores: CSS=42.0, Synergy_ZIP=-2.53, Synergy_Bliss=-5.70, Synergy_Loewe=-5.96, Synergy_HSA=-0.843.